This data is from Reaction yield outcomes from USPTO patents with 853,638 reactions. The task is: Predict the reaction yield, written as a fraction of the theoretical maximum amount of product (1.0 means a 100% yield; for example, 0.34 means a 34% yield). The reactants are [CH3:1][O:2][C:3]1[N:8]=[C:7]([S:9]([CH3:12])(=[O:11])=[O:10])[N:6]=[C:5]([C:13]2[CH:22]=[CH:21][C:16]3[NH:17][C:18]([NH2:20])=[N:19][C:15]=3[CH:14]=2)[CH:4]=1.[S:23]1[CH:27]=[CH:26][CH:25]=[C:24]1[C:28](O)=[O:29].CN(C(ON1N=NC2C=CC=CC1=2)=[N+](C)C)C.F[P-](F)(F)(F)(F)F.C1C=CC2N(O)N=NC=2C=1. The catalyst is CN(C=O)C.O.C(N(CC)CC)C. The product is [CH3:1][O:2][C:3]1[N:8]=[C:7]([S:9]([CH3:12])(=[O:11])=[O:10])[N:6]=[C:5]([C:13]2[CH:22]=[CH:21][C:16]3[NH:17][C:18]([NH:20][C:28]([C:24]4[S:23][CH:27]=[CH:26][CH:25]=4)=[O:29])=[N:19][C:15]=3[CH:14]=2)[CH:4]=1. The yield is 0.620.